This data is from Forward reaction prediction with 1.9M reactions from USPTO patents (1976-2016). The task is: Predict the product of the given reaction. (1) Given the reactants N[C:2]1[CH:7]=[CH:6][CH:5]=[C:4]([NH2:8])[N:3]=1.C([N:11](CC)CC)C.[C:16](Cl)(=[O:21])[C:17]([CH3:20])([CH3:19])[CH3:18], predict the reaction product. The product is: [C:16]([C:6]1[CH:7]=[CH:2][N:3]=[C:4]([NH2:8])[C:5]=1[NH2:11])(=[O:21])[C:17]([CH3:20])([CH3:19])[CH3:18]. (2) Given the reactants [CH:1]1([N:6]2[CH2:11][CH2:10][N:9]([C:12]([C:14]3[CH:15]=[C:16]4[C:20](=[CH:21][CH:22]=3)[NH:19][C:18]([C:23](O)=[O:24])=[CH:17]4)=[O:13])[CH2:8][CH2:7]2)[CH2:5][CH2:4][CH2:3][CH2:2]1.Cl.F[B-](F)(F)F.N1(OC(N(C)C)=[N+](C)C)C2C=CC=CC=2N=N1.[NH:49]1[CH2:54][CH2:53][S:52](=[O:56])(=[O:55])[CH2:51][CH2:50]1.C(N(CC)C(C)C)(C)C, predict the reaction product. The product is: [CH:1]1([N:6]2[CH2:11][CH2:10][N:9]([C:12]([C:14]3[CH:15]=[C:16]4[C:20](=[CH:21][CH:22]=3)[NH:19][C:18]([C:23]([N:49]3[CH2:54][CH2:53][S:52](=[O:56])(=[O:55])[CH2:51][CH2:50]3)=[O:24])=[CH:17]4)=[O:13])[CH2:8][CH2:7]2)[CH2:2][CH2:3][CH2:4][CH2:5]1.